This data is from NCI-60 drug combinations with 297,098 pairs across 59 cell lines. The task is: Regression. Given two drug SMILES strings and cell line genomic features, predict the synergy score measuring deviation from expected non-interaction effect. Drug 1: CN1CCC(CC1)COC2=C(C=C3C(=C2)N=CN=C3NC4=C(C=C(C=C4)Br)F)OC. Drug 2: CN(C)N=NC1=C(NC=N1)C(=O)N. Cell line: SN12C. Synergy scores: CSS=17.5, Synergy_ZIP=4.35, Synergy_Bliss=7.60, Synergy_Loewe=-1.83, Synergy_HSA=7.78.